This data is from Reaction yield outcomes from USPTO patents with 853,638 reactions. The task is: Predict the reaction yield, written as a fraction of the theoretical maximum amount of product (1.0 means a 100% yield; for example, 0.34 means a 34% yield). (1) The reactants are [Cl-].O[NH3+:3].[C:4](=[O:7])([O-])[OH:5].[Na+].CS(C)=O.[C:13]([C:15]1[CH:20]=[CH:19][CH:18]=[CH:17][C:16]=1[C:21]1[CH:26]=[CH:25][C:24]([CH2:27][C:28]2[C:29](=[O:52])[N:30]([C@H:40]3[CH2:45][CH2:44][C@H:43]([O:46][CH:47]([CH3:51])[C:48]([NH2:50])=O)[CH2:42][CH2:41]3)[C:31]3[N:32]([N:37]=[CH:38][N:39]=3)[C:33]=2[CH2:34][CH2:35][CH3:36])=[CH:23][CH:22]=1)#[N:14]. The catalyst is C(OCC)(=O)C. The product is [O:52]=[C:29]1[C:28]([CH2:27][C:24]2[CH:23]=[CH:22][C:21]([C:16]3[CH:17]=[CH:18][CH:19]=[CH:20][C:15]=3[C:13]3[NH:3][C:4](=[O:7])[O:5][N:14]=3)=[CH:26][CH:25]=2)=[C:33]([CH2:34][CH2:35][CH3:36])[N:32]2[N:37]=[CH:38][N:39]=[C:31]2[N:30]1[C@H:40]1[CH2:45][CH2:44][C@H:43]([O:46][CH:47]([CH3:51])[C:48]#[N:50])[CH2:42][CH2:41]1. The yield is 0.470. (2) The product is [NH2:2][C:1](=[N:20][OH:21])[C:3]1[CH:4]=[C:5]([CH2:9][CH2:10][O:11][CH2:12][C:13]([O:15][C:16]([CH3:19])([CH3:18])[CH3:17])=[O:14])[CH:6]=[CH:7][CH:8]=1. The reactants are [C:1]([C:3]1[CH:4]=[C:5]([CH2:9][CH2:10][O:11][CH2:12][C:13]([O:15][C:16]([CH3:19])([CH3:18])[CH3:17])=[O:14])[CH:6]=[CH:7][CH:8]=1)#[N:2].[NH2:20][OH:21]. The yield is 0.820. The catalyst is CCO. (3) The reactants are [CH3:1][C:2]1[N:11]=[CH:10][C:9]2[C:4](=[CH:5][CH:6]=[CH:7][C:8]=2F)[N:3]=1.C(N(CC)CC)C.[NH:20]1[CH2:25][CH2:24][NH:23][CH2:22][CH2:21]1.O. The catalyst is CN(C)C=O. The product is [CH3:1][C:2]1[N:11]=[CH:10][C:9]2[C:4](=[CH:5][CH:6]=[CH:7][C:8]=2[N:20]2[CH2:25][CH2:24][NH:23][CH2:22][CH2:21]2)[N:3]=1. The yield is 0.640. (4) The reactants are [C:1]([O:9]CC)(=O)[CH2:2][C:3]([O:5][CH2:6][CH3:7])=[O:4].[H-].[Na+].[H][H].[C:16]12[C:22](=[CH:23][CH:24]=[CH:25][CH:26]=1)[NH:21]C(=O)O[C:17]2=[O:18].Cl. The catalyst is CC(N(C)C)=O. The product is [CH2:6]([O:5][C:3]([C:2]1[C:1](=[O:9])[NH:21][C:22]2[C:16]([C:17]=1[OH:18])=[CH:26][CH:25]=[CH:24][CH:23]=2)=[O:4])[CH3:7]. The yield is 0.300. (5) The reactants are [Cl:1][C:2]1[CH:7]=[CH:6][C:5]([C:8]2[C:13]([F:14])=[C:12]([NH:15][C:16]3[CH:21]=[CH:20][C:19]([O:22]C)=[CH:18][CH:17]=3)[CH:11]=[C:10]([CH:24]([O:28][CH2:29][CH3:30])[O:25][CH2:26][CH3:27])[N:9]=2)=[CH:4][CH:3]=1.[Cl:31]N1C(C)(C)C(=O)N(Cl)C1=O. The catalyst is C(#N)C.O. The product is [Cl:31][C:11]1[C:10]([CH:24]([O:28][CH2:29][CH3:30])[O:25][CH2:26][CH3:27])=[N:9][C:8]([C:5]2[CH:6]=[CH:7][C:2]([Cl:1])=[CH:3][CH:4]=2)=[C:13]([F:14])[C:12]=1[N:15]=[C:16]1[CH:21]=[CH:20][C:19](=[O:22])[CH:18]=[CH:17]1. The yield is 0.300. (6) The reactants are [F:1][C:2]1[CH:7]=[CH:6][CH:5]=[C:4]([F:8])[C:3]=1[NH:9][C:10]([NH:12]/[N:13]=[CH:14]/[C:15]1[CH:20]=[CH:19][C:18]([C:21]2[N:25]=[CH:24][N:23]([C:26]3[CH:31]=[CH:30][C:29]([O:32][C:33]([F:36])([F:35])[F:34])=[CH:28][CH:27]=3)[N:22]=2)=[CH:17][CH:16]=1)=[S:11].C(N(CC)CC)C.Cl[CH2:45][C:46](=[O:48])[CH3:47].O. The catalyst is CC(=O)CC. The product is [F:8][C:4]1[CH:5]=[CH:6][CH:7]=[C:2]([F:1])[C:3]=1[N:9]1[C:46]([CH3:47])([OH:48])[CH2:45][S:11]/[C:10]/1=[N:12]/[N:13]=[CH:14]\[C:15]1[CH:20]=[CH:19][C:18]([C:21]2[N:25]=[CH:24][N:23]([C:26]3[CH:31]=[CH:30][C:29]([O:32][C:33]([F:35])([F:34])[F:36])=[CH:28][CH:27]=3)[N:22]=2)=[CH:17][CH:16]=1. The yield is 0.880. (7) The reactants are [O:1]1[C:5]([C:6]2[CH:11]=[CH:10][C:9]([NH:12][C:13]([NH2:15])=[NH:14])=[CH:8][CH:7]=2)=[CH:4][N:3]=[CH:2]1.[C:16]([N:19]1[CH2:24][CH2:23][C:22](=O)[CH:21]([C:26](OC)=[O:27])[CH2:20]1)(=[O:18])[CH3:17].[O-]CC.[Na+].O. The catalyst is C(O)C. The product is [OH:27][C:26]1[C:21]2[CH2:20][N:19]([C:16](=[O:18])[CH3:17])[CH2:24][CH2:23][C:22]=2[N:14]=[C:13]([NH:12][C:9]2[CH:8]=[CH:7][C:6]([C:5]3[O:1][CH:2]=[N:3][CH:4]=3)=[CH:11][CH:10]=2)[N:15]=1. The yield is 0.403.